From a dataset of Catalyst prediction with 721,799 reactions and 888 catalyst types from USPTO. Predict which catalyst facilitates the given reaction. (1) Reactant: Cl[C:2]1[CH:3]=[CH:4][C:5]2[C:15]3[C:10](=[CH:11][N:12]=[CH:13][CH:14]=3)[CH:9]([CH:16]3[CH2:18][CH2:17]3)[O:8][C:6]=2[CH:7]=1.[OH:19][CH2:20][C@@H:21]([NH:26][C:27](=[O:33])[O:28][C:29]([CH3:32])([CH3:31])[CH3:30])[CH2:22][CH:23]([CH3:25])[CH3:24].C(=O)([O-])[O-].[Cs+].[Cs+]. Product: [C:29]([O:28][C:27](=[O:33])[NH:26][C@@H:21]([CH2:22][CH:23]([CH3:24])[CH3:25])[CH2:20][O:19][C:2]1[CH:3]=[CH:4][C:5]2[C:15]3[C:10](=[CH:11][N:12]=[CH:13][CH:14]=3)[CH:9]([CH:16]3[CH2:18][CH2:17]3)[O:8][C:6]=2[CH:7]=1)([CH3:32])([CH3:31])[CH3:30]. The catalyst class is: 164. (2) Reactant: [Cl-].[Al+3].[Cl-].[Cl-].C1(C)C=CC=CC=1.[C:12]([C:16]1[CH:21]=[CH:20][CH:19]=[CH:18][C:17]=1[OH:22])([CH3:15])([CH3:14])[CH3:13].[C:23](Cl)(=[O:25])[CH3:24]. Product: [C:12]([C:16]1[CH:21]=[C:20]([C:23](=[O:25])[CH3:24])[CH:19]=[CH:18][C:17]=1[OH:22])([CH3:15])([CH3:13])[CH3:14]. The catalyst class is: 6. (3) Reactant: C[O:2][C:3]([C:5]1[CH:6]=[C:7]([Cl:24])[CH:8]=[C:9]2[C:14]=1[NH:13][CH:12]([C:15]1[CH:20]=[CH:19][CH:18]=[C:17](Br)[CH:16]=1)[CH2:11][C:10]2([CH3:23])[CH3:22])=[O:4].[O:25]1[CH2:29][CH2:28][NH:27][C:26]1=[O:30].CNCCNC.C(=O)([O-])[O-].[K+].[K+]. Product: [Cl:24][C:7]1[CH:8]=[C:9]2[C:14](=[C:5]([C:3]([OH:2])=[O:4])[CH:6]=1)[NH:13][CH:12]([C:15]1[CH:20]=[CH:19][CH:18]=[C:17]([N:27]3[CH2:28][CH2:29][O:25][C:26]3=[O:30])[CH:16]=1)[CH2:11][C:10]2([CH3:23])[CH3:22]. The catalyst class is: 156. (4) Reactant: [NH2:1][C:2]1[CH:3]=[C:4]([C:8]2[N:9]=[C:10]([CH3:31])[S:11][C:12]=2[C:13]2[CH:18]=[CH:17][N:16]=[C:15]([NH:19][C:20]3[CH:29]=[C:28]4[C:23]([CH2:24][CH2:25][N:26]([CH3:30])[CH2:27]4)=[CH:22][CH:21]=3)[N:14]=2)[CH:5]=[CH:6][CH:7]=1.[Cl:32][C:33]1[CH:38]=[CH:37][C:36]([N:39]=[C:40]=[O:41])=[CH:35][C:34]=1[C:42]([F:45])([F:44])[F:43].CN(C(ON1N=NC2C=CC=NC1=2)=[N+](C)C)C.F[P-](F)(F)(F)(F)F.C(N(C(C)C)CC)(C)C. Product: [Cl:32][C:33]1[CH:38]=[CH:37][C:36]([NH:39][C:40]([NH:1][C:2]2[CH:7]=[CH:6][CH:5]=[C:4]([C:8]3[N:9]=[C:10]([CH3:31])[S:11][C:12]=3[C:13]3[CH:18]=[CH:17][N:16]=[C:15]([NH:19][C:20]4[CH:29]=[C:28]5[C:23]([CH2:24][CH2:25][N:26]([CH3:30])[CH2:27]5)=[CH:22][CH:21]=4)[N:14]=3)[CH:3]=2)=[O:41])=[CH:35][C:34]=1[C:42]([F:43])([F:44])[F:45]. The catalyst class is: 31. (5) Reactant: Cl.O1CCOCC1.C(O[C:11](=[O:25])[CH2:12][NH:13][C:14]([NH:16][C:17]1[CH:22]=[CH:21][C:20]([Br:23])=[C:19]([CH3:24])[CH:18]=1)=[O:15])C. Product: [Br:23][C:20]1[CH:21]=[CH:22][C:17]([N:16]2[C:11](=[O:25])[CH2:12][NH:13][C:14]2=[O:15])=[CH:18][C:19]=1[CH3:24]. The catalyst class is: 12. (6) Reactant: [H-].[H-].[H-].[H-].[Li+].[Al+3].[CH:7]1([CH2:13][C@H:14]([NH:20][C:21](=[O:27])[O:22][C:23]([CH3:26])([CH3:25])[CH3:24])[C:15]([N:17]([CH3:19])[CH3:18])=O)[CH2:12][CH2:11][CH2:10][CH2:9][CH2:8]1.O.[OH-].[Na+]. Product: [CH:7]1([CH2:13][C@H:14]([NH:20][C:21](=[O:27])[O:22][C:23]([CH3:25])([CH3:24])[CH3:26])[CH2:15][N:17]([CH3:18])[CH3:19])[CH2:8][CH2:9][CH2:10][CH2:11][CH2:12]1. The catalyst class is: 116. (7) Reactant: [CH3:1][NH:2][CH3:3].ClCCl.Cl[S:8]([C:11]1[CH:26]=[CH:25][C:14]([CH2:15][C:16]2[CH:21]=[CH:20][C:19]([N+:22]([O-:24])=[O:23])=[CH:18][CH:17]=2)=[CH:13][CH:12]=1)(=[O:10])=[O:9]. Product: [CH3:1][N:2]([CH3:3])[S:8]([C:11]1[CH:12]=[CH:13][C:14]([CH2:15][C:16]2[CH:17]=[CH:18][C:19]([N+:22]([O-:24])=[O:23])=[CH:20][CH:21]=2)=[CH:25][CH:26]=1)(=[O:9])=[O:10]. The catalyst class is: 7.